Predict the product of the given reaction. From a dataset of Forward reaction prediction with 1.9M reactions from USPTO patents (1976-2016). (1) The product is: [F:3][C:4]1[CH:9]=[CH:8][C:7]([C:10]2[O:27][C:13]3[CH:14]=[C:15]([NH:22][S:23]([CH3:26])(=[O:24])=[O:25])[C:16]4[O:20][CH:19]([CH3:21])[CH2:18][C:17]=4[C:12]=3[C:11]=2[C:28]([OH:30])=[O:29])=[CH:6][CH:5]=1. Given the reactants [OH-].[Na+].[F:3][C:4]1[CH:9]=[CH:8][C:7]([C:10]2[O:27][C:13]3[CH:14]=[C:15]([NH:22][S:23]([CH3:26])(=[O:25])=[O:24])[C:16]4[O:20][CH:19]([CH3:21])[CH2:18][C:17]=4[C:12]=3[C:11]=2[C:28]([O:30]C)=[O:29])=[CH:6][CH:5]=1, predict the reaction product. (2) Given the reactants [CH3:1][O:2][C:3]1[N:8]=[CH:7][C:6](B(O)O)=[CH:5][N:4]=1.[CH3:12][N:13]([C:23]1[CH:28]=[CH:27][C:26]([NH:29][C:30]([NH:32][C:33]2[CH:38]=[CH:37][CH:36]=[CH:35][CH:34]=2)=[O:31])=[CH:25][CH:24]=1)[S:14]([C:17]1[S:18][C:19](Br)=[CH:20][CH:21]=1)(=[O:16])=[O:15].C([O-])([O-])=O.[Na+].[Na+], predict the reaction product. The product is: [CH3:12][N:13]([C:23]1[CH:24]=[CH:25][C:26]([NH:29][C:30]([NH:32][C:33]2[CH:38]=[CH:37][CH:36]=[CH:35][CH:34]=2)=[O:31])=[CH:27][CH:28]=1)[S:14]([C:17]1[S:18][C:19]([C:6]2[CH:5]=[N:4][C:3]([O:2][CH3:1])=[N:8][CH:7]=2)=[CH:20][CH:21]=1)(=[O:16])=[O:15]. (3) Given the reactants Br[CH2:2][CH2:3][C:4]1[S:8][C:7]([C:9]([O:11][CH3:12])=[O:10])=[CH:6][CH:5]=1.[S:13]1C=CC=C1CC([O-])=O.[K+].[CH3:23][C:24](C)=[O:25], predict the reaction product. The product is: [C:24]([S:13][CH2:2][CH2:3][C:4]1[S:8][C:7]([C:9]([O:11][CH3:12])=[O:10])=[CH:6][CH:5]=1)(=[O:25])[CH3:23]. (4) Given the reactants [CH2:1]([O:5][C:6]1[N:14]=[C:13]2[C:9]([N:10]=[C:11]([O:20]C)[N:12]2[CH2:15][CH2:16][CH2:17][CH2:18]Cl)=[C:8]([NH2:22])[N:7]=1)[CH2:2][CH2:3][CH3:4].[CH3:23][C:24]([N:27]1[CH2:32][CH2:31][NH:30][CH2:29][CH2:28]1)([CH3:26])[CH3:25], predict the reaction product. The product is: [NH2:22][C:8]1[N:7]=[C:6]([O:5][CH2:1][CH2:2][CH2:3][CH3:4])[N:14]=[C:13]2[C:9]=1[NH:10][C:11](=[O:20])[N:12]2[CH2:15][CH2:16][CH2:17][CH2:18][N:30]1[CH2:31][CH2:32][N:27]([C:24]([CH3:26])([CH3:25])[CH3:23])[CH2:28][CH2:29]1. (5) Given the reactants [Cl:1][C:2]1[CH:16]=[CH:15][C:5]([CH2:6][CH2:7][C:8]2[CH:13]=[CH:12][C:11]([OH:14])=[CH:10][CH:9]=2)=[CH:4][CH:3]=1.[CH3:17][N:18]([C:22]1[CH:27]=[CH:26][CH:25]=[CH:24][CH:23]=1)[C:19](Cl)=[O:20], predict the reaction product. The product is: [Cl:1][C:2]1[CH:3]=[CH:4][C:5]([CH2:6][CH2:7][C:8]2[CH:13]=[CH:12][C:11]([O:14][C:19](=[O:20])[N:18]([CH3:17])[C:22]3[CH:27]=[CH:26][CH:25]=[CH:24][CH:23]=3)=[CH:10][CH:9]=2)=[CH:15][CH:16]=1. (6) Given the reactants [F:1][C:2]1[CH:3]=[C:4]2[C:9](=[CH:10][CH:11]=1)[N:8]=[C:7]([O:12][CH3:13])[C:6]([NH:14][C:15](=[O:19])OCC)=[N:5]2.[N:20]1[CH:25]=[CH:24][CH:23]=[N:22][C:21]=1[N:26]1[CH2:31][CH2:30][NH:29][CH2:28][CH2:27]1, predict the reaction product. The product is: [F:1][C:2]1[CH:3]=[C:4]2[C:9](=[CH:10][CH:11]=1)[N:8]=[C:7]([O:12][CH3:13])[C:6]([NH:14][C:15]([N:29]1[CH2:30][CH2:31][N:26]([C:21]3[N:20]=[CH:25][CH:24]=[CH:23][N:22]=3)[CH2:27][CH2:28]1)=[O:19])=[N:5]2. (7) Given the reactants [Cl:1][C:2]1[CH:3]=[C:4]([C:9]2([C:15]([NH:17][CH:18]3[CH2:20][CH2:19]3)=O)[CH2:14][CH2:13][CH2:12][CH2:11][CH2:10]2)[CH:5]=[CH:6][C:7]=1[Cl:8].Cl, predict the reaction product. The product is: [ClH:1].[Cl:1][C:2]1[CH:3]=[C:4]([C:9]2([CH2:15][NH:17][CH:18]3[CH2:20][CH2:19]3)[CH2:10][CH2:11][CH2:12][CH2:13][CH2:14]2)[CH:5]=[CH:6][C:7]=1[Cl:8]. (8) Given the reactants C([CH2:4][CH2:5][CH:6]([C:20]1[CH:28]=[CH:27][C:23]([C:24]([OH:26])=O)=[CH:22][C:21]=1[CH3:29])[C:7]1[C:8]([C:14]2[CH:19]=[CH:18][CH:17]=[CH:16][N:15]=2)=[N:9][N:10]([CH3:13])[C:11]=1[Cl:12])(O)=O.[C:30]([O-:33])([O-:32])=O.[K+].[K+].I[CH3:37].CN([CH:41]=[O:42])C, predict the reaction product. The product is: [Cl:12][C:11]1[N:10]([CH3:13])[N:9]=[C:8]([C:14]2[CH:19]=[CH:18][CH:17]=[CH:16][N:15]=2)[C:7]=1[CH:6]([C:20]1[CH:28]=[CH:27][C:23]([C:24]([O:42][CH3:41])=[O:26])=[CH:22][C:21]=1[CH3:29])[CH2:5][CH2:4][C:30]([O:33][CH3:37])=[O:32].